The task is: Predict the reaction yield, written as a fraction of the theoretical maximum amount of product (1.0 means a 100% yield; for example, 0.34 means a 34% yield).. This data is from Reaction yield outcomes from USPTO patents with 853,638 reactions. (1) The reactants are Br[C:2]1[CH:3]=[C:4]2[CH:10]=[CH:9][NH:8][C:5]2=[N:6][CH:7]=1.[CH3:11][O:12][C:13]1[CH:14]=[C:15](B(O)O)[CH:16]=[C:17]([O:21][CH3:22])[C:18]=1[O:19][CH3:20].C([O-])([O-])=O.[Na+].[Na+].CCOC(C)=O. The yield is 0.840. The catalyst is CC#N.Cl[Pd](Cl)([P](C1C=CC=CC=1)(C1C=CC=CC=1)C1C=CC=CC=1)[P](C1C=CC=CC=1)(C1C=CC=CC=1)C1C=CC=CC=1. The product is [CH3:22][O:21][C:17]1[CH:16]=[C:15]([C:2]2[CH:3]=[C:4]3[CH:10]=[CH:9][NH:8][C:5]3=[N:6][CH:7]=2)[CH:14]=[C:13]([O:12][CH3:11])[C:18]=1[O:19][CH3:20]. (2) The reactants are Cl.Cl[CH2:3][C:4]1[N:8]2[CH:9]=[CH:10][CH:11]=[CH:12][C:7]2=[N:6][C:5]=1[C:13]1[CH:18]=[CH:17][C:16]([Cl:19])=[CH:15][CH:14]=1.[F:20][C:21]1[CH:26]=[C:25]([F:27])[N:24]=[C:23]([NH2:28])[N:22]=1. No catalyst specified. The product is [Cl:19][C:16]1[CH:17]=[CH:18][C:13]([C:5]2[N:6]=[C:7]3[CH:12]=[CH:11][CH:10]=[CH:9][N:8]3[C:4]=2[CH2:3][NH:28][C:23]2[N:24]=[C:25]([F:27])[CH:26]=[C:21]([F:20])[N:22]=2)=[CH:14][CH:15]=1. The yield is 0.340. (3) The reactants are Cl[C:2]1[N:9]=[C:8]([CH3:10])[CH:7]=[C:6]([CH3:11])[C:3]=1[C:4]#[N:5].[C:12]([O:16][C:17](O[C:17]([O:16][C:12]([CH3:15])([CH3:14])[CH3:13])=[O:18])=[O:18])([CH3:15])([CH3:14])[CH3:13]. The catalyst is C(O)(=O)C.C(O)C.C.[Pd]. The product is [C:12]([O:16][C:17](=[O:18])[NH:5][CH2:4][C:3]1[CH:2]=[N:9][C:8]([CH3:10])=[CH:7][C:6]=1[CH3:11])([CH3:15])([CH3:14])[CH3:13]. The yield is 0.200. (4) The reactants are [OH2:1].Cl[C:3]1[C:13]([N+:14]([O-:16])=[O:15])=[CH:12][CH:11]=[C:10]([Cl:17])[C:4]=1[C:5]([N:7]([CH3:9])[CH3:8])=[O:6].[H-].[Na+].Cl. The catalyst is O1CCCC1. The product is [Cl:17][C:10]1[C:4]([C:5]([N:7]([CH3:9])[CH3:8])=[O:6])=[C:3]([OH:1])[C:13]([N+:14]([O-:16])=[O:15])=[CH:12][CH:11]=1. The yield is 0.590. (5) The reactants are C(OC(=O)[NH:10][CH2:11][CH2:12][N:13]1[CH2:18][CH2:17][N:16]([CH2:19][C@H:20]([OH:33])[C:21]2[C:30]3[C:25](=[CH:26][CH:27]=[C:28]([O:31][CH3:32])[CH:29]=3)[N:24]=[CH:23][CH:22]=2)[CH2:15][CH2:14]1)C1C=CC=CC=1.[H][H]. The catalyst is CO.[Pd]. The product is [NH2:10][CH2:11][CH2:12][N:13]1[CH2:18][CH2:17][N:16]([CH2:19][C@@H:20]([C:21]2[C:30]3[C:25](=[CH:26][CH:27]=[C:28]([O:31][CH3:32])[CH:29]=3)[N:24]=[CH:23][CH:22]=2)[OH:33])[CH2:15][CH2:14]1. The yield is 0.820.